From a dataset of Forward reaction prediction with 1.9M reactions from USPTO patents (1976-2016). Predict the product of the given reaction. (1) Given the reactants C([O:3][C:4]([C:6]1[CH:7]=[C:8]2[C:13](=[CH:14][CH:15]=1)[NH:12][CH:11]([C:16]1[CH:21]=[CH:20][CH:19]=[C:18]([N+:22]([O-:24])=[O:23])[CH:17]=1)[C:10]([CH3:26])([CH3:25])[CH2:9]2)=[O:5])C.Cl, predict the reaction product. The product is: [CH3:25][C:10]1([CH3:26])[CH2:9][C:8]2[C:13](=[CH:14][CH:15]=[C:6]([C:4]([OH:5])=[O:3])[CH:7]=2)[NH:12][CH:11]1[C:16]1[CH:21]=[CH:20][CH:19]=[C:18]([N+:22]([O-:24])=[O:23])[CH:17]=1. (2) The product is: [CH3:29][C:27]1[CH:28]=[C:23]([C:21]2[CH:22]=[C:17]([C:16](=[O:43])[NH:15][CH2:14][CH2:13][CH2:12][CH2:11][CH2:10][CH2:9][CH2:8][CH2:7][C:1]3[CH:2]=[CH:3][CH:4]=[CH:5][CH:6]=3)[CH:18]=[C:19]([C:35]3[CH:40]=[C:39]([CH3:41])[CH:38]=[C:37]([CH3:42])[CH:36]=3)[C:20]=2[O:31][CH2:32][C:33]([OH:48])=[O:34])[CH:24]=[C:25]([CH3:30])[CH:26]=1. Given the reactants [C:1]1([CH2:7][CH2:8][CH2:9][CH2:10][CH2:11][CH2:12][CH2:13][CH2:14][NH:15][C:16](=[O:43])[C:17]2[CH:22]=[C:21]([C:23]3[CH:28]=[C:27]([CH3:29])[CH:26]=[C:25]([CH3:30])[CH:24]=3)[C:20]([O:31][CH2:32][CH2:33][OH:34])=[C:19]([C:35]3[CH:40]=[C:39]([CH3:41])[CH:38]=[C:37]([CH3:42])[CH:36]=3)[CH:18]=2)[CH:6]=[CH:5][CH:4]=[CH:3][CH:2]=1.C[N+]1([O-])CC[O:48]CC1.O.S(=O)(O)[O-].[Na+].S(S([O-])=O)([O-])=O.[Na+].[Na+], predict the reaction product. (3) The product is: [C:5]1([S:8]([OH:11])(=[O:10])=[O:9])[CH:6]=[CH:7][CH:2]=[CH:3][CH:4]=1.[F:20][C:13]([F:21])([C:14]1[CH:19]=[CH:18][CH:17]=[CH:16][N:15]=1)[CH2:12][NH2:24]. Given the reactants C[C:2]1[CH:7]=[CH:6][C:5]([S:8]([O:11][CH2:12][C:13]([F:21])([F:20])[C:14]2[CH:19]=[CH:18][CH:17]=[CH:16][N:15]=2)(=[O:10])=[O:9])=[CH:4][CH:3]=1.[Na+].[I-].[NH3:24].C1(S(O)(=O)=O)C=CC=CC=1, predict the reaction product.